This data is from TCR-epitope binding with 47,182 pairs between 192 epitopes and 23,139 TCRs. The task is: Binary Classification. Given a T-cell receptor sequence (or CDR3 region) and an epitope sequence, predict whether binding occurs between them. (1) Result: 1 (the TCR binds to the epitope). The epitope is TAFTIPSI. The TCR CDR3 sequence is CASSLTGGNTIYF. (2) The epitope is RAKFKQLL. The TCR CDR3 sequence is CSVGTGDWGEQYF. Result: 1 (the TCR binds to the epitope). (3) The epitope is IVTDFSVIK. The TCR CDR3 sequence is CASSPVSQGANSGNTIYF. Result: 1 (the TCR binds to the epitope). (4) Result: 0 (the TCR does not bind to the epitope). The TCR CDR3 sequence is CASSWRSTDTQYF. The epitope is RLQSLQTYV. (5) The epitope is KLMNIQQKL. The TCR CDR3 sequence is CSVEGDPNTQFF. Result: 0 (the TCR does not bind to the epitope). (6) The epitope is ILHCANFNV. The TCR CDR3 sequence is CSVLEGDYDEQYF. Result: 0 (the TCR does not bind to the epitope). (7) The epitope is LEPLVDLPI. The TCR CDR3 sequence is CASSLWGQEAFF. Result: 1 (the TCR binds to the epitope).